From a dataset of Full USPTO retrosynthesis dataset with 1.9M reactions from patents (1976-2016). Predict the reactants needed to synthesize the given product. (1) Given the product [Cl-:45].[C:1]([C:4]1[CH:5]=[N+:6]([CH2:24][C:25]2[CH:30]=[CH:29][CH:28]=[CH:27][C:26]=2[C:31]([F:32])([F:34])[F:33])[CH:7]=[CH:8][C:9]=1[CH2:10][C:11]1([O:40][CH3:39])[CH2:20][CH2:19][C:18]2[C:13](=[CH:14][CH:15]=[CH:16][CH:17]=2)[C:12]1=[O:23])(=[O:3])[CH3:2], predict the reactants needed to synthesize it. The reactants are: [C:1]([C:4]1[CH:9]([CH2:10][CH:11]2[CH2:20][CH2:19][C:18]3[C:13](=[CH:14][CH:15]=[C:16](OC)[CH:17]=3)[C:12]2=[O:23])[CH:8]=[CH:7][N:6]([CH2:24][C:25]2[CH:30]=[CH:29][CH:28]=[CH:27][C:26]=2[C:31]([F:34])([F:33])[F:32])[CH:5]=1)(=[O:3])[CH3:2].C(C1C(=O)C([Cl:45])=C(Cl)[C:39](=[O:40])C=1C#N)#N. (2) Given the product [CH2:1]([NH:8][CH:20]([C:16]1([C:13]2[CH:14]=[CH:15][C:10]([Cl:9])=[CH:11][CH:12]=2)[CH2:19][CH2:18][CH2:17]1)[C:22]1[CH:23]=[C:24]([CH:35]=[CH:36][CH:37]=1)[O:25][CH2:26][CH2:27][NH:28][S:29]([CH2:32][CH2:33][CH3:34])(=[O:31])=[O:30])[C:2]1[CH:7]=[CH:6][CH:5]=[CH:4][CH:3]=1, predict the reactants needed to synthesize it. The reactants are: [CH2:1]([NH2:8])[C:2]1[CH:7]=[CH:6][CH:5]=[CH:4][CH:3]=1.[Cl:9][C:10]1[CH:15]=[CH:14][C:13]([C:16]2([C:20]([C:22]3[CH:23]=[C:24]([CH:35]=[CH:36][CH:37]=3)[O:25][CH2:26][CH2:27][NH:28][S:29]([CH2:32][CH2:33][CH3:34])(=[O:31])=[O:30])=O)[CH2:19][CH2:18][CH2:17]2)=[CH:12][CH:11]=1.C(O)(C)C.O. (3) The reactants are: [I-].[OH:2][C:3]1[CH:17]=[CH:16][CH:15]=[CH:14][C:4]=1[C:5](=O)[CH2:6][N+]1C=CC=CC=1.[OH:18][C:19]1[CH:24]=[CH:23][CH:22]=[CH:21][C:20]=1[C:25](=O)[CH:26]=[CH:27][C:28]1[CH:33]=[CH:32][C:31]([N:34]([CH3:36])[CH3:35])=[CH:30][CH:29]=1.C([O-])(=O)C.[NH4+:42].C(O)(=O)C. Given the product [OH:18][C:19]1[CH:24]=[CH:23][CH:22]=[CH:21][C:20]=1[C:25]1[CH:26]=[C:27]([C:28]2[CH:33]=[CH:32][C:31]([N:34]([CH3:36])[CH3:35])=[CH:30][CH:29]=2)[CH:6]=[C:5]([C:4]2[CH:14]=[CH:15][CH:16]=[CH:17][C:3]=2[OH:2])[N:42]=1, predict the reactants needed to synthesize it. (4) The reactants are: [CH3:1][C:2]1[CH:31]=[CH:30][C:5]([C:6]([NH:8][C:9]2[C:22]3[C:21](=[O:23])[C:20]4[C:15](=[CH:16][CH:17]=[CH:18][CH:19]=4)[C:14](=[O:24])[C:13]=3[CH:12]=[CH:11][C:10]=2[NH:25][C:26](=[O:29])[CH2:27]Cl)=[O:7])=[CH:4][CH:3]=1.CCN(C(C)C)C(C)C.[N:41]1([CH2:47][CH2:48][OH:49])[CH2:46][CH2:45][NH:44][CH2:43][CH2:42]1. Given the product [CH3:1][C:2]1[CH:31]=[CH:30][C:5]([C:6]([NH:8][C:9]2[C:22]3[C:21](=[O:23])[C:20]4[C:15](=[CH:16][CH:17]=[CH:18][CH:19]=4)[C:14](=[O:24])[C:13]=3[CH:12]=[CH:11][C:10]=2[NH:25][C:26](=[O:29])[CH2:27][N:44]2[CH2:45][CH2:46][N:41]([CH2:47][CH2:48][OH:49])[CH2:42][CH2:43]2)=[O:7])=[CH:4][CH:3]=1, predict the reactants needed to synthesize it.